This data is from Reaction yield outcomes from USPTO patents with 853,638 reactions. The task is: Predict the reaction yield, written as a fraction of the theoretical maximum amount of product (1.0 means a 100% yield; for example, 0.34 means a 34% yield). (1) The reactants are [CH3:1][O:2][C:3]([C:5]1[S:9][C:8]2[CH:10]=[C:11]([C:14]([O:16][CH2:17][CH:18]=[CH2:19])=[O:15])[CH:12]=[CH:13][C:7]=2[C:6]=1[OH:20])=[O:4].[O:21](S(C(F)(F)F)(=O)=O)[S:22]([C:25]([F:28])([F:27])[F:26])(=O)=[O:23]. The catalyst is C(Cl)Cl.CN(C1C=CN=CC=1)C. The product is [CH3:1][O:2][C:3]([C:5]1[S:9][C:8]2[CH:10]=[C:11]([C:14]([O:16][CH2:17][CH:18]=[CH2:19])=[O:15])[CH:12]=[CH:13][C:7]=2[C:6]=1[O:20][S:22]([C:25]([F:28])([F:27])[F:26])(=[O:23])=[O:21])=[O:4]. The yield is 0.840. (2) The reactants are [NH2:1][C:2]1[N:7]=[CH:6][N:5]=[C:4]2[N:8]([CH2:25][C@@H:26]3[CH2:30][CH2:29][CH2:28][N:27]3[C:31](=[O:35])[CH2:32][C:33]#[N:34])[N:9]=[C:10]([C:11]3[CH:16]=[CH:15][C:14]([O:17][C:18]4[CH:23]=[CH:22][CH:21]=[CH:20][CH:19]=4)=[CH:13][C:12]=3[F:24])[C:3]=12.N1CCCCC1.[CH3:42][C:43]([N:47]1[CH2:52][CH2:51][O:50][CH2:49][CH2:48]1)([CH3:46])[CH:44]=O. The catalyst is C(O)C. The product is [NH2:1][C:2]1[N:7]=[CH:6][N:5]=[C:4]2[N:8]([CH2:25][C@@H:26]3[CH2:30][CH2:29][CH2:28][N:27]3[C:31]([C:32](=[CH:42][C:43]([CH3:46])([N:47]3[CH2:52][CH2:51][O:50][CH2:49][CH2:48]3)[CH3:44])[C:33]#[N:34])=[O:35])[N:9]=[C:10]([C:11]3[CH:16]=[CH:15][C:14]([O:17][C:18]4[CH:19]=[CH:20][CH:21]=[CH:22][CH:23]=4)=[CH:13][C:12]=3[F:24])[C:3]=12. The yield is 0.210. (3) The reactants are C1(P(C2C=CC=CC=2)C2C=CC=CC=2)C=CC=CC=1.N1C=CN=C1.[CH2:25]([CH:31]([CH2:34][CH2:35][CH2:36][CH2:37][CH2:38][CH2:39][CH2:40][CH3:41])[CH2:32]O)[CH2:26][CH2:27][CH2:28][CH2:29][CH3:30].[I:42]I. The catalyst is ClCCl. The product is [I:42][CH2:32][CH:31]([CH2:25][CH2:26][CH2:27][CH2:28][CH2:29][CH3:30])[CH2:34][CH2:35][CH2:36][CH2:37][CH2:38][CH2:39][CH2:40][CH3:41]. The yield is 0.820. (4) The reactants are C([O-])([O-])=O.[Cs+].[Cs+].[CH2:7]([O:9][C:10](=[O:19])[C:11]1[CH:16]=[CH:15][C:14]([OH:17])=[C:13]([OH:18])[CH:12]=1)[CH3:8].Br[CH2:21][CH2:22]Br. The catalyst is CN(C=O)C. The product is [CH2:7]([O:9][C:10]([C:11]1[CH:16]=[CH:15][C:14]2[O:17][CH2:21][CH2:22][O:18][C:13]=2[CH:12]=1)=[O:19])[CH3:8]. The yield is 0.290. (5) The reactants are O.[OH-].[Li+].[CH3:4][C:5]1[O:9][C:8]([C:10]2[S:11][CH:12]=[CH:13][CH:14]=2)=[N:7][C:6]=1[CH2:15][O:16][C:17]1[CH:41]=[CH:40][C:20]([CH2:21][O:22]/[N:23]=[C:24](/[C:34]2[CH:39]=[CH:38][CH:37]=[CH:36][CH:35]=2)\[CH2:25][CH2:26][CH2:27][CH2:28][C:29]([O:31]CC)=[O:30])=[CH:19][CH:18]=1.O.Cl. The catalyst is O1CCCC1.C(O)C. The product is [CH3:4][C:5]1[O:9][C:8]([C:10]2[S:11][CH:12]=[CH:13][CH:14]=2)=[N:7][C:6]=1[CH2:15][O:16][C:17]1[CH:18]=[CH:19][C:20]([CH2:21][O:22]/[N:23]=[C:24](/[C:34]2[CH:39]=[CH:38][CH:37]=[CH:36][CH:35]=2)\[CH2:25][CH2:26][CH2:27][CH2:28][C:29]([OH:31])=[O:30])=[CH:40][CH:41]=1. The yield is 0.920. (6) The reactants are [CH2:1]([O:3][C:4]([C:6]1[S:7][C:8]([CH:11]([OH:13])[CH3:12])=[CH:9][CH:10]=1)=[O:5])[CH3:2].[CH3:14][C:15]1[CH:20]=[C:19](O)[CH:18]=[C:17]([CH3:22])[C:16]=1[C:23]1[CH:28]=[CH:27][C:26]([C:29]([F:32])([F:31])[F:30])=[CH:25][CH:24]=1.C1C=CC(P(C2C=CC=CC=2)C2C=CC=CC=2)=CC=1.N(C(N1CCCCC1)=O)=NC(N1CCCCC1)=O. The catalyst is C1(C)C=CC=CC=1.CO. The product is [CH2:1]([O:3][C:4]([C:6]1[S:7][C:8]([CH:11]([O:13][C:19]2[CH:20]=[C:15]([CH3:14])[C:16]([C:23]3[CH:28]=[CH:27][C:26]([C:29]([F:30])([F:32])[F:31])=[CH:25][CH:24]=3)=[C:17]([CH3:22])[CH:18]=2)[CH3:12])=[CH:9][CH:10]=1)=[O:5])[CH3:2]. The yield is 0.710. (7) The reactants are [F:1][C:2]1[CH:7]=[CH:6][C:5]([CH2:8][CH2:9][CH2:10][C:11]([NH2:13])=O)=[CH:4][CH:3]=1. The catalyst is FC(F)(F)C(OC(=O)C(F)(F)F)=O. The product is [F:1][C:2]1[CH:3]=[CH:4][C:5]([CH2:8][CH2:9][CH2:10][C:11]#[N:13])=[CH:6][CH:7]=1. The yield is 1.00. (8) The reactants are [CH3:1][C:2](C)([O-])[CH3:3].[K+].[CH2:7]([OH:19])[CH2:8][O:9][CH2:10][CH2:11][O:12][CH2:13][CH2:14][O:15][CH2:16][CH2:17][OH:18].C(I)C=C. The catalyst is C1COCC1. The product is [CH2:3]([O:18][CH2:17][CH2:16][O:15][CH2:14][CH2:13][O:12][CH2:11][CH2:10][O:9][CH2:8][CH2:7][OH:19])[CH:2]=[CH2:1]. The yield is 0.270. (9) The product is [CH3:26][N:17]1[C:13]([C:10]2[CH:11]=[CH:12][C:7]3[NH:6][C:5](=[O:20])[CH2:4][O:3][C:2]([CH3:1])([C:21]4[S:22][CH:23]=[CH:24][CH:25]=4)[C:8]=3[CH:9]=2)=[CH:14][CH:15]=[C:16]1[C:18]#[N:19]. The yield is 0.220. The catalyst is CN(C=O)C.[Cl-].[Na+].O. The reactants are [CH3:1][C:2]1([C:21]2[S:22][CH:23]=[CH:24][CH:25]=2)[C:8]2[CH:9]=[C:10]([C:13]3[NH:17][C:16]([C:18]#[N:19])=[CH:15][CH:14]=3)[CH:11]=[CH:12][C:7]=2[NH:6][C:5](=[O:20])[CH2:4][O:3]1.[C:26](=O)([O-])[O-].[K+].[K+].IC.C(OCC)(=O)C. (10) The reactants are [F:1][C:2]1[CH:24]=[C:23]([N+:25]([O-])=O)[CH:22]=[CH:21][C:3]=1[CH2:4][C:5]1[CH:10]=[CH:9][N:8]=[C:7]2[CH:11]=[C:12]([C:14]([C:16]3[O:17][CH:18]=[CH:19][CH:20]=3)=[O:15])[S:13][C:6]=12. The catalyst is C(O)(=O)C.[Fe]. The product is [NH2:25][C:23]1[CH:22]=[CH:21][C:3]([CH2:4][C:5]2[CH:10]=[CH:9][N:8]=[C:7]3[CH:11]=[C:12]([C:14]([C:16]4[O:17][CH:18]=[CH:19][CH:20]=4)=[O:15])[S:13][C:6]=23)=[C:2]([F:1])[CH:24]=1. The yield is 0.180.